Dataset: Human liver microsome stability data. Task: Regression/Classification. Given a drug SMILES string, predict its absorption, distribution, metabolism, or excretion properties. Task type varies by dataset: regression for continuous measurements (e.g., permeability, clearance, half-life) or binary classification for categorical outcomes (e.g., BBB penetration, CYP inhibition). Dataset: hlm. (1) The drug is C=CC(=O)N1CCC[C@@H](n2nc(-c3cccc(C(=O)NCc4ccc(C(C)(C)C)cc4)c3)c3c(N)ncnc32)C1. The result is 1 (stable in human liver microsomes). (2) The drug is CN1CCC[C@@H]1C(=O)N1CCC(n2cnc3cnc4[nH]ccc4c32)CC1. The result is 0 (unstable in human liver microsomes). (3) The result is 1 (stable in human liver microsomes). The drug is CC(C)COC(=O)n1c(=O)ccn([C@@H]2O[C@H](CO[P@@](=O)(N[C@@H](C)C(=O)OC(C)C)Oc3ccccc3)[C@@H](O)[C@@]2(C)F)c1=O. (4) The compound is COc1cc(/C(=N\C#N)c2csc(-c3ccccc3)n2)cc(OC)c1OC. The result is 1 (stable in human liver microsomes).